From a dataset of Reaction yield outcomes from USPTO patents with 853,638 reactions. Predict the reaction yield, written as a fraction of the theoretical maximum amount of product (1.0 means a 100% yield; for example, 0.34 means a 34% yield). (1) The reactants are [NH2:1][C:2]1[C:7]([NH2:8])=[C:6]([NH:9][C@@H:10]2[C@@H:15]3[CH2:16][C@@H:12]([CH:13]=[CH:14]3)[C@@H:11]2[C:17]([NH2:19])=[O:18])[C:5]([Cl:20])=[CH:4][N:3]=1.[CH3:21][O:22][C:23]1[C:28]([CH:29]=O)=[CH:27][CH:26]=[CH:25][N:24]=1.C([O-])(=O)C.[NH4+]. No catalyst specified. The product is [Cl:20][C:5]1[C:6]([NH:9][C@@H:10]2[C@@H:15]3[CH2:16][C@@H:12]([CH:13]=[CH:14]3)[C@@H:11]2[C:17]([NH2:19])=[O:18])=[C:7]2[N:8]=[C:29]([C:28]3[C:23]([O:22][CH3:21])=[N:24][CH:25]=[CH:26][CH:27]=3)[NH:1][C:2]2=[N:3][CH:4]=1. The yield is 0.120. (2) The reactants are [NH2:1][C:2]1[CH:10]=[C:9]([C:11]([F:14])([F:13])[F:12])[C:8]([C:15]2[N:16]=[N:17][CH:18]=[CH:19][CH:20]=2)=[CH:7][C:3]=1[C:4]([OH:6])=[O:5].OS(O)(=O)=O.[CH3:26]O. No catalyst specified. The product is [CH3:26][O:5][C:4](=[O:6])[C:3]1[CH:7]=[C:8]([C:15]2[N:16]=[N:17][CH:18]=[CH:19][CH:20]=2)[C:9]([C:11]([F:12])([F:13])[F:14])=[CH:10][C:2]=1[NH2:1]. The yield is 0.460. (3) The reactants are [CH2:1]([N:8]1[C:18]2[C:13](=[CH:14][CH:15]=[CH:16][CH:17]=2)[C:11](=O)[C:9]1=[O:10])[C:2]1[CH:7]=[CH:6][CH:5]=[CH:4][CH:3]=1.O.NN. The catalyst is CCOCC.CCCCC. The product is [CH2:1]([N:8]1[C:18]2[C:13](=[CH:14][CH:15]=[CH:16][CH:17]=2)[CH2:11][C:9]1=[O:10])[C:2]1[CH:3]=[CH:4][CH:5]=[CH:6][CH:7]=1. The yield is 0.750. (4) The reactants are Cl.Cl.[NH2:3][CH2:4][CH:5]([C:7]1[CH:12]=[CH:11][N:10]=[C:9]([S:13][CH3:14])[N:8]=1)[OH:6].[C:15]([O:19][C:20]([N:22]1[CH2:27][CH2:26][C:25](=O)[CH2:24][CH2:23]1)=[O:21])([CH3:18])([CH3:17])[CH3:16].CC(O)=O.C(O[BH-](OC(=O)C)OC(=O)C)(=O)C.[Na+]. The catalyst is C1COCC1.CO. The product is [C:15]([O:19][C:20]([N:22]1[CH2:27][CH2:26][CH:25]([NH:3][CH2:4][CH:5]([OH:6])[C:7]2[CH:12]=[CH:11][N:10]=[C:9]([S:13][CH3:14])[N:8]=2)[CH2:24][CH2:23]1)=[O:21])([CH3:18])([CH3:16])[CH3:17]. The yield is 0.578.